The task is: Predict the product of the given reaction.. This data is from Forward reaction prediction with 1.9M reactions from USPTO patents (1976-2016). (1) Given the reactants [F:1][C:2]1[CH:11]=[C:10]2[C:5]([C:6]([NH:19]CC3C=CC(OC)=CC=3)=[C:7]([CH3:18])[C:8]([C:12]3[CH:17]=[CH:16][CH:15]=[CH:14][N:13]=3)=[N:9]2)=[CH:4][CH:3]=1.FC(F)(F)C(O)=O, predict the reaction product. The product is: [F:1][C:2]1[CH:11]=[C:10]2[C:5]([C:6]([NH2:19])=[C:7]([CH3:18])[C:8]([C:12]3[CH:17]=[CH:16][CH:15]=[CH:14][N:13]=3)=[N:9]2)=[CH:4][CH:3]=1. (2) Given the reactants [CH3:1][C:2]1[C:7]([CH:8]([CH2:13][CH2:14][CH3:15])[C:9]([O:11]C)=[O:10])=[C:6]([C:16]2[CH:21]=[C:20]([F:22])[C:19]([F:23])=[CH:18][C:17]=2[F:24])[N:5]=[C:4]([N:25]2[CH2:30][CH2:29][CH2:28][CH2:27][CH2:26]2)[N:3]=1.[OH-].[Na+], predict the reaction product. The product is: [CH3:1][C:2]1[C:7]([CH:8]([CH2:13][CH2:14][CH3:15])[C:9]([OH:11])=[O:10])=[C:6]([C:16]2[CH:21]=[C:20]([F:22])[C:19]([F:23])=[CH:18][C:17]=2[F:24])[N:5]=[C:4]([N:25]2[CH2:30][CH2:29][CH2:28][CH2:27][CH2:26]2)[N:3]=1. (3) Given the reactants C[O:2][C:3](=[O:20])[C:4]1[CH:9]=[CH:8][CH:7]=[C:6]([C:10]2[O:11][C:12]3[CH:18]=[C:17]([CH3:19])[CH:16]=[CH:15][C:13]=3[N:14]=2)[CH:5]=1.[I-].[Li+].Cl, predict the reaction product. The product is: [CH3:19][C:17]1[CH:16]=[CH:15][C:13]2[N:14]=[C:10]([C:6]3[CH:5]=[C:4]([CH:9]=[CH:8][CH:7]=3)[C:3]([OH:20])=[O:2])[O:11][C:12]=2[CH:18]=1.